Dataset: Reaction yield outcomes from USPTO patents with 853,638 reactions. Task: Predict the reaction yield, written as a fraction of the theoretical maximum amount of product (1.0 means a 100% yield; for example, 0.34 means a 34% yield). (1) The reactants are ClC1C=CC(C2C3C=C(OCC(O)=O)C=CC=3N3C(C)=NN=C3[C@H](CC(NCC)=O)N=2)=CC=1.[Cl:34][C:35]1[CH:40]=[CH:39][C:38]([C:41]2[C:47]3[CH:48]=[C:49]([O:52][CH2:53][CH2:54][CH2:55][C:56]([O:58]CC)=[O:57])[CH:50]=[CH:51][C:46]=3[N:45]3[C:61]([CH3:64])=[N:62][N:63]=[C:44]3[C@H:43]([CH2:65][C:66]([NH:68][CH2:69][CH3:70])=[O:67])[N:42]=2)=[CH:37][CH:36]=1. No catalyst specified. The product is [Cl:34][C:35]1[CH:36]=[CH:37][C:38]([C:41]2[C:47]3[CH:48]=[C:49]([O:52][CH2:53][CH2:54][CH2:55][C:56]([OH:58])=[O:57])[CH:50]=[CH:51][C:46]=3[N:45]3[C:61]([CH3:64])=[N:62][N:63]=[C:44]3[C@H:43]([CH2:65][C:66]([NH:68][CH2:69][CH3:70])=[O:67])[N:42]=2)=[CH:39][CH:40]=1. The yield is 0.840. (2) The reactants are Cl[C:2]1[CH:3]=[C:4]2[C:9](=[CH:10][C:11]=1[N:12]([CH2:14][CH:15]([CH3:17])[CH3:16])[CH3:13])[O:8][CH:7]([C:18]([F:21])([F:20])[F:19])[C:6]([C:22]([O:24][CH2:25][CH3:26])=[O:23])=[CH:5]2.[CH3:27]B1OB(C)OB(C)O1.C([O-])([O-])=O.[Cs+].[Cs+].O. The yield is 0.450. The product is [CH2:14]([N:12]([CH3:13])[C:11]1[CH:10]=[C:9]2[C:4]([CH:5]=[C:6]([C:22]([O:24][CH2:25][CH3:26])=[O:23])[CH:7]([C:18]([F:21])([F:20])[F:19])[O:8]2)=[CH:3][C:2]=1[CH3:27])[CH:15]([CH3:17])[CH3:16]. The catalyst is COCCOCCOC. (3) The reactants are [NH2:1][CH:2]1[CH2:7][CH2:6][N:5]([CH2:8][CH2:9][N:10]2[C:15]3[CH:16]=[C:17]([S:20]([CH3:23])(=[O:22])=[O:21])[CH:18]=[CH:19][C:14]=3[O:13][CH2:12][C:11]2=[O:24])[CH2:4][CH2:3]1.[O:25]=[C:26]1[CH2:31][O:30][C:29]2[CH:32]=[CH:33][C:34]([CH:36]=O)=[N:35][C:28]=2[NH:27]1.[C:38]([BH3-])#N.[Na+]. No catalyst specified. The product is [CH2:23]([S:20]([C:17]1[CH:18]=[CH:19][C:14]2[O:13][CH2:12][C:11](=[O:24])[N:10]([CH2:9][CH2:8][N:5]3[CH2:6][CH2:7][CH:2]([NH:1][CH2:36][C:34]4[CH:33]=[CH:32][C:29]5[O:30][CH2:31][C:26](=[O:25])[NH:27][C:28]=5[N:35]=4)[CH2:3][CH2:4]3)[C:15]=2[CH:16]=1)(=[O:22])=[O:21])[CH3:38]. The yield is 0.190. (4) The reactants are [Cl-].O[NH3+:3].[C:4](=[O:7])([O-])[OH:5].[Na+].CS(C)=O.[CH3:13][C:14]1[N:15]([C:39]2[CH:44]=[CH:43][C:42]([S:45][CH3:46])=[CH:41][CH:40]=2)[C:16](=[O:38])[C:17]([CH2:23][C:24]2[CH:29]=[CH:28][C:27]([C:30]3[C:31]([C:36]#[N:37])=[CH:32][CH:33]=[CH:34][CH:35]=3)=[CH:26][CH:25]=2)=[C:18]([CH2:20][CH2:21][CH3:22])[N:19]=1. The product is [CH3:13][C:14]1[N:15]([C:39]2[CH:44]=[CH:43][C:42]([S:45][CH3:46])=[CH:41][CH:40]=2)[C:16](=[O:38])[C:17]([CH2:23][C:24]2[CH:25]=[CH:26][C:27]([C:30]3[CH:35]=[CH:34][CH:33]=[CH:32][C:31]=3[C:36]3[NH:3][C:4](=[O:7])[O:5][N:37]=3)=[CH:28][CH:29]=2)=[C:18]([CH2:20][CH2:21][CH3:22])[N:19]=1. The yield is 0.640. The catalyst is O.C(OCC)(=O)C. (5) The reactants are [CH3:1][C:2]([C@@H:4]1[C@@:8]2([CH3:23])[CH2:9][CH2:10][C@@H:11]3[C@@:16]4([CH3:22])[CH2:17][CH2:18][C@H:19]([OH:21])[CH2:20][C@@H:15]4[CH2:14][CH2:13][C@H:12]3[C@@H:7]2[CH2:6][CH2:5]1)=[O:3].[C:24](OC(=O)C)(=[O:26])[CH3:25].Cl. The catalyst is N1C=CC=CC=1.C(OCC)C. The product is [C:24]([O:21][C@H:19]1[CH2:18][CH2:17][C@@:16]2([CH3:22])[C@@H:15]([CH2:14][CH2:13][C@@H:12]3[C@@H:11]2[CH2:10][CH2:9][C@@:8]2([CH3:23])[C@H:7]3[CH2:6][CH2:5][C@@H:4]2[C:2](=[O:3])[CH3:1])[CH2:20]1)(=[O:26])[CH3:25]. The yield is 0.990. (6) The reactants are [CH2:1]([N:3]([C@H:25]1[CH2:30][CH2:29][C@H:28]([N:31]([CH2:33][CH2:34][O:35][CH3:36])[CH3:32])[CH2:27][CH2:26]1)[C:4]1[C:5]([CH3:24])=[C:6]([C:21]([OH:23])=O)[CH:7]=[C:8]([C:10]2[CH:15]=[CH:14][C:13]([O:16][CH2:17][CH2:18][O:19][CH3:20])=[CH:12][CH:11]=2)[CH:9]=1)[CH3:2].[CH2:37]([N:39](CC)CC)[CH3:38].C1CN([P+](ON2N=[N:68][C:63]3[CH:64]=[CH:65][CH:66]=[CH:67][C:62]2=3)(N2CCCC2)N2CCCC2)CC1.F[P-](F)(F)(F)(F)F.CS(C)=[O:79]. The catalyst is O. The product is [CH3:38][C:37]1[NH:39][C:67]([CH3:62])=[CH:66][C:65](=[O:79])[C:64]=1[CH2:63][NH:68][C:21]([C:6]1[CH:7]=[C:8]([C:10]2[CH:11]=[CH:12][C:13]([O:16][CH2:17][CH2:18][O:19][CH3:20])=[CH:14][CH:15]=2)[CH:9]=[C:4]([N:3]([CH2:1][CH3:2])[C@H:25]2[CH2:30][CH2:29][C@H:28]([N:31]([CH2:33][CH2:34][O:35][CH3:36])[CH3:32])[CH2:27][CH2:26]2)[C:5]=1[CH3:24])=[O:23]. The yield is 0.110. (7) The reactants are [F:1][C:2]1[CH:7]=[CH:6][CH:5]=[CH:4][C:3]=1[C:8]1[O:9][C:10](=[O:18])[C:11]2[CH:17]=[CH:16][CH:15]=[CH:14][C:12]=2[N:13]=1.F[C:20]1[CH:21]=[C:22]([CH2:26][CH2:27][NH2:28])[CH:23]=[CH:24][CH:25]=1.Cl. The catalyst is N1C=CC=CC=1. The product is [F:1][C:2]1[CH:7]=[CH:6][CH:5]=[CH:4][C:3]=1[C:8]([NH:13][C:12]1[CH:14]=[CH:15][CH:16]=[CH:17][C:11]=1[C:10]([NH:28][CH2:27][CH2:26][C:22]1[CH:23]=[CH:24][CH:25]=[CH:20][CH:21]=1)=[O:18])=[O:9]. The yield is 0.600. (8) The reactants are [CH3:1][N:2]1[CH:6]=[C:5]([C:7]2[CH:8]=[C:9]3[C:14](=[CH:15][CH:16]=2)[N:13]([C:17]2[C:21]4[CH2:22][N:23]([C:26](=[O:28])[CH3:27])[CH2:24][CH2:25][C:20]=4[NH:19][N:18]=2)[CH2:12][CH2:11][CH2:10]3)[CH:4]=[N:3]1.CS(O[CH:34]1[CH2:39][CH2:38][N:37]([C:40](=[O:42])[CH3:41])[CH2:36][CH2:35]1)(=O)=O.C([O-])([O-])=O.[Cs+].[Cs+]. The catalyst is CN(C=O)C. The product is [C:26]([N:23]1[CH2:24][CH2:25][C:20]2[N:19]([CH:34]3[CH2:39][CH2:38][N:37]([C:40](=[O:42])[CH3:41])[CH2:36][CH2:35]3)[N:18]=[C:17]([N:13]3[C:14]4[C:9](=[CH:8][C:7]([C:5]5[CH:4]=[N:3][N:2]([CH3:1])[CH:6]=5)=[CH:16][CH:15]=4)[CH2:10][CH2:11][CH2:12]3)[C:21]=2[CH2:22]1)(=[O:28])[CH3:27]. The yield is 0.0900.